Dataset: Peptide-MHC class II binding affinity with 134,281 pairs from IEDB. Task: Regression. Given a peptide amino acid sequence and an MHC pseudo amino acid sequence, predict their binding affinity value. This is MHC class II binding data. (1) The peptide sequence is YGGSWKLEGRWDGEE. The MHC is DRB1_1301 with pseudo-sequence DRB1_1301. The binding affinity (normalized) is 0.311. (2) The peptide sequence is DYEYKVSKLVSRLVI. The MHC is DRB1_1101 with pseudo-sequence DRB1_1101. The binding affinity (normalized) is 0.682. (3) The peptide sequence is NKVKSLRILNTRRKL. The MHC is DRB1_1302 with pseudo-sequence DRB1_1302. The binding affinity (normalized) is 0.478. (4) The peptide sequence is EKKYFAASQFEPLAA. The MHC is HLA-DQA10301-DQB10302 with pseudo-sequence HLA-DQA10301-DQB10302. The binding affinity (normalized) is 0.425. (5) The peptide sequence is TPEAKFDSFVASLTE. The MHC is DRB1_1501 with pseudo-sequence DRB1_1501. The binding affinity (normalized) is 0.486. (6) The peptide sequence is FPPNGTHSWEYWGAQ. The MHC is DRB1_1101 with pseudo-sequence DRB1_1101. The binding affinity (normalized) is 0. (7) The peptide sequence is RDGGQLRIPSLLHGG. The MHC is DRB1_1501 with pseudo-sequence DRB1_1501. The binding affinity (normalized) is 0.442. (8) The peptide sequence is YDKFLAMVSTVLTGK. The MHC is DRB1_0401 with pseudo-sequence DRB1_0401. The binding affinity (normalized) is 0.672.